From a dataset of Reaction yield outcomes from USPTO patents with 853,638 reactions. Predict the reaction yield, written as a fraction of the theoretical maximum amount of product (1.0 means a 100% yield; for example, 0.34 means a 34% yield). The reactants are [CH3:1][O:2][C:3]1[CH:4]=[C:5]([CH:24]=[CH:25][C:26]=1[O:27][CH2:28][C:29]1[N:30]=[C:31]([C:35]2[CH:40]=[CH:39][CH:38]=[CH:37][CH:36]=2)[O:32][C:33]=1[CH3:34])[CH2:6][O:7][C:8]1[C:12]([CH2:13][C:14]([O:16]C)=[O:15])=[CH:11][N:10]([C:18]2[CH:23]=[CH:22][CH:21]=[CH:20][CH:19]=2)[N:9]=1.[OH-].[Na+].O1CCCC1.Cl. The catalyst is C(O)C. The product is [CH3:1][O:2][C:3]1[CH:4]=[C:5]([CH:24]=[CH:25][C:26]=1[O:27][CH2:28][C:29]1[N:30]=[C:31]([C:35]2[CH:40]=[CH:39][CH:38]=[CH:37][CH:36]=2)[O:32][C:33]=1[CH3:34])[CH2:6][O:7][C:8]1[C:12]([CH2:13][C:14]([OH:16])=[O:15])=[CH:11][N:10]([C:18]2[CH:19]=[CH:20][CH:21]=[CH:22][CH:23]=2)[N:9]=1. The yield is 0.900.